From a dataset of Forward reaction prediction with 1.9M reactions from USPTO patents (1976-2016). Predict the product of the given reaction. (1) Given the reactants [Cl:1][C:2]1[CH:3]=[C:4]([CH:7]=[CH:8][CH:9]=1)[CH2:5][NH2:6].Cl[C:11]([O:13][CH2:14][CH3:15])=[O:12].Cl, predict the reaction product. The product is: [Cl:1][C:2]1[CH:3]=[C:4]([CH:7]=[CH:8][CH:9]=1)[CH2:5][NH:6][C:11](=[O:12])[O:13][CH2:14][CH3:15]. (2) Given the reactants [N:1]1([C:7]([O:9][C:10]([CH3:13])([CH3:12])[CH3:11])=[O:8])[CH2:6][CH2:5][NH:4][CH2:3][CH2:2]1.C(N(CC)CC)C.[C:21]1([O:27][C:28](Cl)=[O:29])[CH:26]=[CH:25][CH:24]=[CH:23][CH:22]=1.O, predict the reaction product. The product is: [C:21]1([O:27][C:28]([N:4]2[CH2:5][CH2:6][N:1]([C:7]([O:9][C:10]([CH3:13])([CH3:12])[CH3:11])=[O:8])[CH2:2][CH2:3]2)=[O:29])[CH:26]=[CH:25][CH:24]=[CH:23][CH:22]=1. (3) The product is: [C:27]([C:23]1[CH:24]=[C:25]([F:26])[C:17]([N:15]2[CH2:14][C@@H:10]3[C@@H:9]([N:8]([C:6]([O:5][C:1]([CH3:3])([CH3:2])[CH3:4])=[O:7])[CH2:13][CH2:12][CH2:11]3)[CH2:16]2)=[C:18]2[C:22]=1[NH:21][C:20]([CH3:30])=[C:19]2[CH3:31])(=[O:29])[NH2:35]. Given the reactants [C:1]([O:5][C:6]([N:8]1[CH2:13][CH2:12][CH2:11][C@@H:10]2[CH2:14][N:15]([C:17]3[C:25]([F:26])=[CH:24][C:23]([C:27]([OH:29])=O)=[C:22]4[C:18]=3[C:19]([CH3:31])=[C:20]([CH3:30])[NH:21]4)[CH2:16][C@H:9]12)=[O:7])([CH3:4])([CH3:3])[CH3:2].[NH4+].[Cl-].C[N:35](C(ON1N=NC2C=CC=NC1=2)=[N+](C)C)C.F[P-](F)(F)(F)(F)F.C(N(CC)CC)C, predict the reaction product. (4) The product is: [Cl:21][C:6]1[N:7]=[C:2]([CH3:1])[CH:3]=[C:4]([C:9]2[CH:14]=[CH:13][C:12]([C:15]([F:18])([F:17])[F:16])=[CH:11][CH:10]=2)[N:5]=1. Given the reactants [CH3:1][C:2]1[NH:7][C:6](=O)[N:5]=[C:4]([C:9]2[CH:14]=[CH:13][C:12]([C:15]([F:18])([F:17])[F:16])=[CH:11][CH:10]=2)[CH:3]=1.P(Cl)(Cl)([Cl:21])=O, predict the reaction product. (5) Given the reactants C([Li])CCC.[C:6]([NH:13][C@H:14]([CH2:16][OH:17])[CH3:15])([O:8][C:9]([CH3:12])([CH3:11])[CH3:10])=[O:7].[S:18](Cl)(Cl)=[O:19].C(O)(=O)CC(CC(O)=O)(C(O)=O)[OH:25], predict the reaction product. The product is: [C:9]([O:8][C:6]([N:13]1[C@@H:14]([CH3:15])[CH2:16][O:17][S:18]1(=[O:19])=[O:25])=[O:7])([CH3:11])([CH3:10])[CH3:12]. (6) Given the reactants [Br:1][C:2]1[C:3]([CH:14](C(OCC)=O)C(OCC)=O)=[N:4][CH:5]=[C:6]([S:8]([N:11]([CH3:13])[CH3:12])(=[O:10])=[O:9])[CH:7]=1.Cl, predict the reaction product. The product is: [Br:1][C:2]1[CH:7]=[C:6]([S:8]([N:11]([CH3:12])[CH3:13])(=[O:10])=[O:9])[CH:5]=[N:4][C:3]=1[CH3:14]. (7) Given the reactants Cl[S:2]([C:5]1[CH:6]=[C:7]([CH:11]=[C:12]([C:14]([F:17])([F:16])[F:15])[CH:13]=1)[C:8]([OH:10])=[O:9])(=[O:4])=[O:3].[NH:18]1[CH2:22][CH2:21][CH2:20][CH2:19]1, predict the reaction product. The product is: [N:18]1([S:2]([C:5]2[CH:6]=[C:7]([CH:11]=[C:12]([C:14]([F:17])([F:16])[F:15])[CH:13]=2)[C:8]([OH:10])=[O:9])(=[O:4])=[O:3])[CH2:22][CH2:21][CH2:20][CH2:19]1.